This data is from Reaction yield outcomes from USPTO patents with 853,638 reactions. The task is: Predict the reaction yield, written as a fraction of the theoretical maximum amount of product (1.0 means a 100% yield; for example, 0.34 means a 34% yield). (1) The reactants are [CH3:1][CH:2]([CH3:16])[C:3]([C:5]1[NH:6][C:7]2[C:12]([CH:13]=1)=[CH:11][CH:10]=[C:9]([S:14][CH3:15])[CH:8]=2)=[O:4].[C:17]([O:21][C:22](=[O:27])[NH:23][CH2:24][CH2:25]Br)([CH3:20])([CH3:19])[CH3:18]. The catalyst is [N+](CCCC)(CCCC)(CCCC)CCCC.[Br-].[OH-].[Na+].O. The product is [C:17]([O:21][C:22](=[O:27])[NH:23][CH2:24][CH2:25][N:6]1[C:7]2[C:12](=[CH:11][CH:10]=[C:9]([S:14][CH3:15])[CH:8]=2)[CH:13]=[C:5]1[C:3](=[O:4])[CH:2]([CH3:16])[CH3:1])([CH3:20])([CH3:19])[CH3:18]. The yield is 0.207. (2) The reactants are [O:1]1[C:5]2[CH:6]=[CH:7][CH:8]=[CH:9][C:4]=2[N:3]=[C:2]1[C:10]1[CH:11]=[CH:12][C:13]([NH:17][CH:18]2[CH2:23][CH2:22][O:21][CH2:20][CH2:19]2)=[C:14]([CH:16]=1)[NH2:15].[Cl:24][C:25]1[CH:26]=[C:27]([CH:30]=[CH:31][CH:32]=1)[CH:28]=O.OOS([O-])=O.[K+].C(=O)([O-])[O-].[K+].[K+]. The catalyst is CN(C)C=O. The product is [O:1]1[C:5]2[CH:6]=[CH:7][CH:8]=[CH:9][C:4]=2[N:3]=[C:2]1[C:10]1[CH:11]=[CH:12][C:13]2[N:17]([CH:18]3[CH2:23][CH2:22][O:21][CH2:20][CH2:19]3)[C:28]([C:27]3[CH:30]=[CH:31][CH:32]=[C:25]([Cl:24])[CH:26]=3)=[N:15][C:14]=2[CH:16]=1. The yield is 0.940. (3) The reactants are CS(O[CH2:6][CH2:7][N:8]1[CH:12]=[C:11]([C:13]2[CH:18]=[C:17]([C:19]([O:21]C)=[O:20])[CH:16]=[CH:15][N:14]=2)[N:10]=[CH:9]1)(=O)=O.[CH2:23]1[C:31]2[C:26](=[CH:27][CH:28]=[CH:29][CH:30]=2)[CH2:25][NH:24]1. No catalyst specified. The product is [CH2:23]1[C:31]2[C:26](=[CH:27][CH:28]=[CH:29][CH:30]=2)[CH2:25][N:24]1[CH2:6][CH2:7][N:8]1[CH:12]=[C:11]([C:13]2[CH:18]=[C:17]([C:19]([OH:21])=[O:20])[CH:16]=[CH:15][N:14]=2)[N:10]=[CH:9]1. The yield is 0.150. (4) The reactants are Br[CH2:2][C:3]1[N:7]([CH3:8])[N:6]=[C:5]([N+:9]([O-:11])=[O:10])[CH:4]=1.[NH:12]1[CH2:15][CH2:14][CH2:13]1.C(N(C(C)C)CC)(C)C. The catalyst is O1CCCC1. The product is [N:12]1([CH2:2][C:3]2[N:7]([CH3:8])[N:6]=[C:5]([N+:9]([O-:11])=[O:10])[CH:4]=2)[CH2:15][CH2:14][CH2:13]1. The yield is 0.900. (5) The reactants are [CH3:1][O:2][CH2:3][O:4][C:5]1[CH:10]=[CH:9][C:8]([O:11][CH2:12][O:13][CH3:14])=[CH:7][CH:6]=1.[Li]C(CC)C.[B:20](OC(C)C)([O:25]C(C)C)[O:21]C(C)C. The catalyst is C1COCC1. The product is [CH3:14][O:13][CH2:12][O:11][C:8]1[CH:9]=[CH:10][C:5]([O:4][CH2:3][O:2][CH3:1])=[CH:6][C:7]=1[B:20]([OH:25])[OH:21]. The yield is 0.660.